Dataset: Forward reaction prediction with 1.9M reactions from USPTO patents (1976-2016). Task: Predict the product of the given reaction. Given the reactants FC(F)(F)C1C=C(NC(=O)NC2C=CC(C3SC(CCC(OC)=O)=NC=3)=CC=2)C=CC=1.[CH3:32][S:33]([N:36]1[CH2:41][CH2:40][CH:39]([C:42]2[S:43][C:44]([C:47]3[CH:53]=[CH:52][C:50]([NH2:51])=[CH:49][CH:48]=3)=[CH:45][N:46]=2)[CH2:38][CH2:37]1)(=[O:35])=[O:34].[F:54][C:55]1[CH:60]=[C:59]([F:61])[CH:58]=[CH:57][C:56]=1[N:62]=[C:63]=[O:64], predict the reaction product. The product is: [F:54][C:55]1[CH:60]=[C:59]([F:61])[CH:58]=[CH:57][C:56]=1[NH:62][C:63]([NH:51][C:50]1[CH:49]=[CH:48][C:47]([C:44]2[S:43][C:42]([CH:39]3[CH2:40][CH2:41][N:36]([S:33]([CH3:32])(=[O:35])=[O:34])[CH2:37][CH2:38]3)=[N:46][CH:45]=2)=[CH:53][CH:52]=1)=[O:64].